The task is: Predict the product of the given reaction.. This data is from Forward reaction prediction with 1.9M reactions from USPTO patents (1976-2016). (1) Given the reactants [C:1]([CH2:4][C@@H:5]([C:23]1[CH:28]=[CH:27][C:26]([Cl:29])=[C:25]([Cl:30])[CH:24]=1)[CH2:6][N:7]1[CH2:14][C@@H:13]([CH3:15])[CH2:12][O:11][C:10]2[C:16]([C:20]#[N:21])=[CH:17][CH:18]=[CH:19][C:9]=2[C:8]1=[O:22])(O)=[O:2].C1C=CC2N(O)N=NC=2C=1.[NH3:41].C([O-])(O)=O.[Na+], predict the reaction product. The product is: [NH2:41][C:1]([CH2:4][C@@H:5]([C:23]1[CH:28]=[CH:27][C:26]([Cl:29])=[C:25]([Cl:30])[CH:24]=1)[CH2:6][N:7]1[CH2:14][C@@H:13]([CH3:15])[CH2:12][O:11][C:10]2[C:16]([C:20]#[N:21])=[CH:17][CH:18]=[CH:19][C:9]=2[C:8]1=[O:22])=[O:2]. (2) Given the reactants C([O:8][C:9]1[CH:14]=[CH:13][C:12]([C:15]2[C:16](=[O:27])[N:17]([CH3:26])[C:18]([NH:21][CH2:22][CH:23]3[CH2:25][CH2:24]3)=[N:19][CH:20]=2)=[CH:11][C:10]=1[F:28])C1C=CC=CC=1, predict the reaction product. The product is: [CH:23]1([CH2:22][NH:21][C:18]2[N:17]([CH3:26])[C:16](=[O:27])[C:15]([C:12]3[CH:13]=[CH:14][C:9]([OH:8])=[C:10]([F:28])[CH:11]=3)=[CH:20][N:19]=2)[CH2:25][CH2:24]1. (3) Given the reactants [NH2:1][CH2:2][C@@H:3]1[C@@H:11]([C@@:12]2([CH3:21])[CH2:17][CH2:16][C@H:15]([OH:18])[CH2:14][C@@H:13]2[CH2:19][OH:20])[CH2:10][CH2:9][C:8]2[C:7]([CH3:23])([CH3:22])[CH2:6][CH2:5][C:4]1=2.C([O:27][C:28](=O)[NH:29][C:30]1[CH:31]=[N:32][CH:33]=[CH:34][CH:35]=1)(C)=C.CN1CCCC1, predict the reaction product. The product is: [OH:18][C@H:15]1[CH2:16][CH2:17][C@@:12]([C@H:11]2[CH2:10][CH2:9][C:8]3[C:7]([CH3:23])([CH3:22])[CH2:6][CH2:5][C:4]=3[C@@H:3]2[CH2:2][NH:1][C:28]([NH:29][C:30]2[CH:31]=[N:32][CH:33]=[CH:34][CH:35]=2)=[O:27])([CH3:21])[C@@H:13]([CH2:19][OH:20])[CH2:14]1. (4) Given the reactants [CH3:1][C:2]1[CH:3]=[C:4]([SH:8])[CH:5]=[CH:6][CH:7]=1.[OH-].[K+].Br.Br[CH2:13][C:14]([C:16]1[CH:17]=[N:18][CH:19]=[CH:20][CH:21]=1)=[O:15], predict the reaction product. The product is: [CH3:1][C:2]1[CH:3]=[C:4]([S:8][CH2:13][C:14]([C:16]2[CH:17]=[N:18][CH:19]=[CH:20][CH:21]=2)=[O:15])[CH:5]=[CH:6][CH:7]=1. (5) Given the reactants [C:1]([Si:5]([CH3:37])([CH3:36])[O:6][CH:7]([C:32]([CH3:35])([CH3:34])[CH3:33])[CH2:8][O:9][C:10]1[CH:15]=[CH:14][C:13]([C:16]([C:21]2[S:25][C:24]([S:26](Cl)(=[O:28])=[O:27])=[C:23]([CH3:30])[CH:22]=2)([CH2:19][CH3:20])[CH2:17][CH3:18])=[CH:12][C:11]=1[CH3:31])([CH3:4])([CH3:3])[CH3:2].Cl.[CH3:39][O:40][C:41](=[O:44])[CH2:42][NH2:43].CCN(CC)CC, predict the reaction product. The product is: [CH3:39][O:40][C:41](=[O:44])[CH3:42].[C:1]([Si:5]([CH3:37])([CH3:36])[O:6][CH:7]([C:32]([CH3:35])([CH3:34])[CH3:33])[CH2:8][O:9][C:10]1[CH:15]=[CH:14][C:13]([C:16]([C:21]2[S:25][C:24]([S:26]([NH2:43])(=[O:28])=[O:27])=[C:23]([CH3:30])[CH:22]=2)([CH2:19][CH3:20])[CH2:17][CH3:18])=[CH:12][C:11]=1[CH3:31])([CH3:4])([CH3:3])[CH3:2]. (6) Given the reactants [CH3:1][O:2][C:3]1[C:14]([O:15][CH3:16])=[CH:13][C:6]2[CH2:7][C:8](=[O:12])[NH:9][CH:10]=[CH:11][C:5]=2[CH:4]=1.[H-].[Na+].Cl[CH2:20][CH2:21][CH2:22][N:23]([CH3:31])[C:24](=[O:30])[O:25][C:26]([CH3:29])([CH3:28])[CH3:27], predict the reaction product. The product is: [CH3:1][O:2][C:3]1[C:14]([O:15][CH3:16])=[CH:13][C:6]2[CH2:7][C:8](=[O:12])[N:9]([CH2:20][CH2:21][CH2:22][N:23]([CH3:31])[C:24](=[O:30])[O:25][C:26]([CH3:29])([CH3:28])[CH3:27])[CH:10]=[CH:11][C:5]=2[CH:4]=1. (7) Given the reactants [F:1][C:2]1[CH:3]=[CH:4][C:5]([O:10][CH3:11])=[C:6]([CH:9]=1)[CH:7]=[O:8].[Mn]([O-])(=O)(=O)=[O:13].[K+].[OH-].[Na+], predict the reaction product. The product is: [F:1][C:2]1[CH:3]=[CH:4][C:5]([O:10][CH3:11])=[C:6]([CH:9]=1)[C:7]([OH:13])=[O:8]. (8) The product is: [C:7]1([N:13]=[C:14]([S:21][CH:22]([CH3:24])[CH3:23])[CH2:15][CH2:16][Si:17]([CH3:19])([CH3:18])[CH3:20])[CH:12]=[CH:11][CH:10]=[CH:9][CH:8]=1. Given the reactants C([Si](C)(C)C)#C.[C:7]1([N:13]=[C:14]([S:21][CH:22]([CH3:24])[CH3:23])[CH2:15][CH2:16][Si:17]([CH3:20])([CH3:19])[CH3:18])[CH:12]=[CH:11][CH:10]=[CH:9][CH:8]=1.C([Li])CCC.CCCCCC.C1(N=C=S)C=CC=CC=1.IC(C)C, predict the reaction product. (9) Given the reactants Cl.[Br:2][CH2:3][CH2:4][CH2:5][CH2:6][CH2:7][CH2:8][O:9][CH:10]1[CH2:15][CH2:14][NH:13][CH2:12][CH2:11]1.[C:16]1([NH:22][S:23](Cl)(=[O:25])=[O:24])[CH:21]=[CH:20][CH:19]=[CH:18][CH:17]=1.C(N(CC)CC)C, predict the reaction product. The product is: [C:16]1([NH:22][S:23]([N:13]2[CH2:14][CH2:15][CH:10]([O:9][CH2:8][CH2:7][CH2:6][CH2:5][CH2:4][CH2:3][Br:2])[CH2:11][CH2:12]2)(=[O:25])=[O:24])[CH:21]=[CH:20][CH:19]=[CH:18][CH:17]=1.